This data is from HIV replication inhibition screening data with 41,000+ compounds from the AIDS Antiviral Screen. The task is: Binary Classification. Given a drug SMILES string, predict its activity (active/inactive) in a high-throughput screening assay against a specified biological target. (1) The compound is CCOP(=Nc1ccc(N(C)C)cc1)(OCC)OCC. The result is 0 (inactive). (2) The drug is CC(=Cc1ccccc1)C(O)S(=O)(=O)O.[NaH]. The result is 0 (inactive).